The task is: Predict the reactants needed to synthesize the given product.. This data is from Retrosynthesis with 50K atom-mapped reactions and 10 reaction types from USPTO. (1) The reactants are: COC(=O)c1cc(OCCC2(CCO)CCCCC2)cc(C(=O)OC)c1. Given the product COC(=O)c1cc(OCCC2(CC=O)CCCCC2)cc(C(=O)OC)c1, predict the reactants needed to synthesize it. (2) Given the product COC(=O)c1ccc(C#Cc2ccccc2)cc1, predict the reactants needed to synthesize it. The reactants are: C#Cc1ccccc1.COC(=O)c1ccc(I)cc1. (3) Given the product Cc1ccc(Oc2ccc(CNC(=O)c3ccc(F)nc3N)cc2)cc1, predict the reactants needed to synthesize it. The reactants are: Cc1ccc(Oc2ccc(CN)cc2)cc1.Nc1nc(F)ccc1C(=O)O. (4) Given the product CCN1CCC(c2cccc(S(=O)(=O)N(C)C)c2F)CC1, predict the reactants needed to synthesize it. The reactants are: CCN1CC=C(c2cccc(S(=O)(=O)N(C)C)c2F)CC1. (5) Given the product Cc1cc(CNC(=O)CCl)nn1-c1ccccc1, predict the reactants needed to synthesize it. The reactants are: Cc1cc(CN)nn1-c1ccccc1.O=C(Cl)CCl. (6) Given the product O=C(O)c1ccc(Br)cc1OC(F)(F)F, predict the reactants needed to synthesize it. The reactants are: COC(=O)c1ccc(Br)cc1OC(F)(F)F. (7) Given the product O=C(O)C(O)CCCCC1CCN(C(=O)OCc2ccccc2)CC1, predict the reactants needed to synthesize it. The reactants are: CCOC(=O)C(O)CCCCC1CCN(C(=O)OCc2ccccc2)CC1. (8) Given the product CC(=O)c1cccc(-c2cccc(-c3ccccc3)c2OCc2ccccc2)c1, predict the reactants needed to synthesize it. The reactants are: CC(=O)c1cccc(B(O)O)c1.O=S(=O)(Oc1cccc(-c2ccccc2)c1OCc1ccccc1)C(F)(F)F. (9) The reactants are: CC(C)(C)N1CC=C(c2cc(-c3ccc(F)cc3)c3ccc(=O)n(-c4c(Cl)cccc4Cl)c3c2)CC1. Given the product CC(C)(C)N1CCC(c2cc(-c3ccc(F)cc3)c3ccc(=O)n(-c4c(Cl)cccc4Cl)c3c2)CC1, predict the reactants needed to synthesize it.